This data is from Full USPTO retrosynthesis dataset with 1.9M reactions from patents (1976-2016). The task is: Predict the reactants needed to synthesize the given product. (1) Given the product [F:20][C:17]([F:18])([F:19])[C:15]1[CH:14]=[C:13]([CH:21]([C:38]2[N:39]=[N:40][N:41]([CH3:43])[N:42]=2)[N:22]2[C:31]3[C:26](=[CH:27][CH:28]=[C:29]([C:32]([F:34])([F:33])[F:35])[CH:30]=3)[N:25]([C:2]([O:4][CH2:5][CH2:6][CH2:7][CH3:8])=[O:3])[CH:24]([CH2:36][CH3:37])[CH2:23]2)[CH:12]=[C:11]([C:10]([F:45])([F:44])[F:9])[CH:16]=1, predict the reactants needed to synthesize it. The reactants are: Cl[C:2]([O:4][CH2:5][CH2:6][CH2:7][CH3:8])=[O:3].[F:9][C:10]([F:45])([F:44])[C:11]1[CH:12]=[C:13]([CH:21]([C:38]2[N:39]=[N:40][N:41]([CH3:43])[N:42]=2)[N:22]2[C:31]3[C:26](=[CH:27][CH:28]=[C:29]([C:32]([F:35])([F:34])[F:33])[CH:30]=3)[NH:25][CH:24]([CH2:36][CH3:37])[CH2:23]2)[CH:14]=[C:15]([C:17]([F:20])([F:19])[F:18])[CH:16]=1.N1C=CC=CC=1. (2) Given the product [CH3:40][N:36]1[C:35]2[CH:34]=[CH:33][CH:32]=[C:31]([NH:30][C:2](=[S:3])[NH:1][C:4]3[CH:5]=[C:6]([S:15]([NH2:18])(=[O:17])=[O:16])[CH:7]=[CH:8][C:9]=3[O:10][C:11]([F:12])([F:14])[F:13])[C:39]=2[N:38]=[CH:37]1, predict the reactants needed to synthesize it. The reactants are: [N:1]([C:4]1[CH:5]=[C:6]([S:15]([NH2:18])(=[O:17])=[O:16])[CH:7]=[CH:8][C:9]=1[O:10][C:11]([F:14])([F:13])[F:12])=[C:2]=[S:3].COC1C=CC=CC=1NC([NH:30][C:31]1[C:39]2[N:38]=[CH:37][N:36]([CH3:40])[C:35]=2[CH:34]=[CH:33][CH:32]=1)=S. (3) Given the product [S:28]1[C:23]2[CH:24]=[CH:25][CH:26]=[CH:27][C:22]=2[N:21]=[C:4]1[C:3]1[CH:7]=[C:8]([C:11]2[CH:12]=[CH:13][C:14]3[C:19]([CH:20]=2)=[CH:18][CH:17]=[CH:16][CH:15]=3)[CH:9]=[CH:10][C:2]=1[SH:1], predict the reactants needed to synthesize it. The reactants are: [SH:1][C:2]1[CH:10]=[CH:9][C:8]([C:11]2[CH:12]=[CH:13][C:14]3[C:19]([CH:20]=2)=[CH:18][CH:17]=[CH:16][CH:15]=3)=[CH:7][C:3]=1[C:4](O)=O.[NH2:21][C:22]1[CH:27]=[CH:26][CH:25]=[CH:24][C:23]=1[SH:28]. (4) Given the product [Br:8][C:5]1[CH:6]=[CH:7][C:2]2[N:3]([CH:10]=[CH:11][N:1]=2)[CH:4]=1, predict the reactants needed to synthesize it. The reactants are: [NH2:1][C:2]1[CH:7]=[CH:6][C:5]([Br:8])=[CH:4][N:3]=1.Cl[CH2:10][CH:11]=O. (5) Given the product [ClH:2].[NH2:9][C@H:10]([C:15]([N:17]1[CH2:22][CH2:21][CH:20]([O:23][C:24]2[CH:29]=[CH:28][C:27]([F:30])=[CH:26][CH:25]=2)[CH2:19][CH2:18]1)=[O:16])[C:11]([CH3:13])([OH:14])[CH3:12], predict the reactants needed to synthesize it. The reactants are: O.[ClH:2].C(OC(=O)[NH:9][C@H:10]([C:15]([N:17]1[CH2:22][CH2:21][CH:20]([O:23][C:24]2[CH:29]=[CH:28][C:27]([F:30])=[CH:26][CH:25]=2)[CH2:19][CH2:18]1)=[O:16])[C:11]([OH:14])([CH3:13])[CH3:12])(C)(C)C. (6) Given the product [ClH:25].[ClH:25].[CH3:22][O:21][C:19]1[N:18]=[C:17]([O:23][CH3:24])[N:16]=[C:15]([NH:14][CH:11]2[CH2:12][CH2:13][NH:8][CH2:9][CH2:10]2)[N:20]=1, predict the reactants needed to synthesize it. The reactants are: C(OC([N:8]1[CH2:13][CH2:12][CH:11]([NH:14][C:15]2[N:20]=[C:19]([O:21][CH3:22])[N:18]=[C:17]([O:23][CH3:24])[N:16]=2)[CH2:10][CH2:9]1)=O)(C)(C)C.[ClH:25].